The task is: Predict the reaction yield, written as a fraction of the theoretical maximum amount of product (1.0 means a 100% yield; for example, 0.34 means a 34% yield).. This data is from Reaction yield outcomes from USPTO patents with 853,638 reactions. (1) The reactants are [C:1]([O:5][C:6]([N:8]([C:16]1[C@:22]2([CH2:26][F:27])[S:23](=[O:25])(=[O:24])[C@@H:19]([CH2:20][CH2:21]2)[C@:18]([C:29]2[CH:34]=[C:33]([N+:35]([O-])=O)[CH:32]=[CH:31][C:30]=2[F:38])([CH3:28])[N:17]=1)[C:9](=[O:15])[O:10][C:11]([CH3:14])([CH3:13])[CH3:12])=[O:7])([CH3:4])([CH3:3])[CH3:2].C(OCC)(=O)C. The catalyst is [Pd].C(O)C. The product is [NH2:35][C:33]1[CH:32]=[CH:31][C:30]([F:38])=[C:29]([C@@:18]2([CH3:28])[N:17]=[C:16]([N:8]([C:6]([O:5][C:1]([CH3:2])([CH3:3])[CH3:4])=[O:7])[C:9](=[O:15])[O:10][C:11]([CH3:14])([CH3:12])[CH3:13])[C@:22]3([CH2:26][F:27])[S:23](=[O:25])(=[O:24])[C@H:19]2[CH2:20][CH2:21]3)[CH:34]=1. The yield is 0.970. (2) The catalyst is O1CCOCC1.CCOC(C)=O.[Pd](Cl)Cl.C(P(C(C)(C)C)[C-]1C=CC=C1)(C)(C)C.[C-]1(P(C(C)(C)C)C(C)(C)C)C=CC=C1.[Fe+2]. The reactants are [B:10]1([B:10]2[O:14][C:13]([CH3:16])([CH3:15])[C:12]([CH3:18])([CH3:17])[O:11]2)[O:14][C:13]([CH3:16])([CH3:15])[C:12]([CH3:18])([CH3:17])[O:11]1.Cl[C:20]1[CH:29]=[CH:28][CH:27]=[C:26]2[C:21]=1[C:22]([F:38])([F:37])[CH2:23][N:24]([C:30]([O:32][C:33]([CH3:36])([CH3:35])[CH3:34])=[O:31])[CH2:25]2.C([O-])(=O)C.[K+]. The yield is 0.222. The product is [F:38][C:22]1([F:37])[C:21]2[C:26](=[CH:27][CH:28]=[CH:29][C:20]=2[B:10]2[O:11][C:12]([CH3:17])([CH3:18])[C:13]([CH3:15])([CH3:16])[O:14]2)[CH2:25][N:24]([C:30]([O:32][C:33]([CH3:35])([CH3:34])[CH3:36])=[O:31])[CH2:23]1. (3) The reactants are [C:1]([N:4]1[C:13]2[C:8](=[CH:9][C:10]([C:14]([NH:16][CH2:17][CH3:18])=[O:15])=[CH:11][CH:12]=2)[C@H:7]([NH2:19])[C@@H:6]([CH3:20])[C@@H:5]1[CH3:21])(=[O:3])[CH3:2].CC(C)([O-])C.[Na+].C[N:29]([C:31]1[C:36]([C:37]2[C:42](P(C3CCCCC3)C3CCCCC3)=[CH:41]C=CC=2)=CC=C[CH:32]=1)C.BrC1C=CC=C(C)N=1. The catalyst is C1C=CC(/C=C/C(/C=C/C2C=CC=CC=2)=O)=CC=1.C1C=CC(/C=C/C(/C=C/C2C=CC=CC=2)=O)=CC=1.C1C=CC(/C=C/C(/C=C/C2C=CC=CC=2)=O)=CC=1.[Pd].[Pd]. The product is [C:1]([N:4]1[C:13]2[C:8](=[CH:9][C:10]([C:14]([NH:16][CH2:17][CH3:18])=[O:15])=[CH:11][CH:12]=2)[C@H:7]([NH:19][C:41]2[CH:42]=[CH:37][CH:36]=[C:31]([CH3:32])[N:29]=2)[C@@H:6]([CH3:20])[C@@H:5]1[CH3:21])(=[O:3])[CH3:2]. The yield is 0.0400. (4) The reactants are C([O:4][CH2:5][C:6]1[C:11]([C:12]2[CH:16]=[C:15]([C:17](=[O:19])[NH2:18])[N:14]([CH3:20])[CH:13]=2)=[CH:10][CH:9]=[CH:8][C:7]=1[N:21]1[N:30]([CH3:31])[CH2:29][C:28]2[C:23](=[CH:24][CH:25]=[C:26]([C:32]([CH3:35])([CH3:34])[CH3:33])[CH:27]=2)[C:22]1=[O:36])(=O)C.[OH-].[Na+]. The catalyst is O1CCCC1.C([O-])(O)=O.[Na+].ClCCl. The product is [C:32]([C:26]1[CH:27]=[C:28]2[C:23](=[CH:24][CH:25]=1)[C:22](=[O:36])[N:21]([C:7]1[C:6]([CH2:5][OH:4])=[C:11]([C:12]3[CH:16]=[C:15]([C:17]([NH2:18])=[O:19])[N:14]([CH3:20])[CH:13]=3)[CH:10]=[CH:9][CH:8]=1)[N:30]([CH3:31])[CH2:29]2)([CH3:35])([CH3:33])[CH3:34]. The yield is 0.990. (5) The reactants are NO.[C:3]1([C:30]2[CH:35]=[CH:34][CH:33]=[CH:32][CH:31]=2)[CH:8]=[CH:7][C:6]([S:9]([N:12]2[CH2:16][CH2:15][S:14][CH:13]2[C:17]([NH:19][CH:20]([C:24]2[CH:29]=[CH:28][CH:27]=[CH:26][CH:25]=2)[CH2:21][CH2:22]O)=[O:18])(=[O:11])=[O:10])=[CH:5][CH:4]=1.[C:36]([NH2:47])(=[O:46])[C:37]1[C:38](=[CH:42][CH:43]=[CH:44][CH:45]=1)[C:39](N)=[O:40].CCOC(/N=N/C(OCC)=O)=O.C1(P(C2C=CC=CC=2)C2C=CC=CC=2)C=CC=CC=1. The catalyst is C1COCC1. The product is [C:3]1([C:30]2[CH:31]=[CH:32][CH:33]=[CH:34][CH:35]=2)[CH:8]=[CH:7][C:6]([S:9]([N:12]2[CH2:16][CH2:15][S:14][CH:13]2[C:17]([NH:19][CH:20]([C:24]2[CH:25]=[CH:26][CH:27]=[CH:28][CH:29]=2)[CH2:21][CH2:22][N:47]2[C:36](=[O:46])[C:37]3[C:38](=[CH:42][CH:43]=[CH:44][CH:45]=3)[C:39]2=[O:40])=[O:18])(=[O:11])=[O:10])=[CH:5][CH:4]=1. The yield is 0.570. (6) The reactants are [NH2:1][C:2]1[N:7]=[CH:6][N:5]=[C:4]2[N:8]([CH2:12][C@H:13]3[CH2:17][CH2:16][CH2:15][N:14]3[C:18]([O:20][C:21]([CH3:24])([CH3:23])[CH3:22])=[O:19])[N:9]=[C:10](I)[C:3]=12.OC[C@H]1CCCN1C(OC(C)(C)C)=O.[F:39][C:40]1[CH:41]=[C:42]([CH:59]=[CH:60][CH:61]=1)[O:43][C:44]1[CH:49]=[CH:48][C:47](B2OC(C)(C)C(C)(C)O2)=[CH:46][CH:45]=1.C(=O)([O-])[O-].[Na+].[Na+]. The catalyst is O.COCCOC. The product is [NH2:1][C:2]1[N:7]=[CH:6][N:5]=[C:4]2[N:8]([CH2:12][C@H:13]3[CH2:17][CH2:16][CH2:15][N:14]3[C:18]([O:20][C:21]([CH3:24])([CH3:23])[CH3:22])=[O:19])[N:9]=[C:10]([C:47]3[CH:46]=[CH:45][C:44]([O:43][C:42]4[CH:59]=[CH:60][CH:61]=[C:40]([F:39])[CH:41]=4)=[CH:49][CH:48]=3)[C:3]=12. The yield is 0.790. (7) The reactants are [CH3:1][C:2]1[CH:7]=[C:6]([CH3:8])[CH:5]=[C:4]([CH3:9])[C:3]=1[CH2:10][C:11]#[N:12].Br[C:14]1[CH:19]=[CH:18][CH:17]=[CH:16][N:15]=1.CC(C)([O-])C.[K+].[Cl-].[NH4+]. The catalyst is CS(C)=O. The product is [N:15]1[CH:16]=[CH:17][CH:18]=[CH:19][C:14]=1[CH:10]([C:3]1[C:4]([CH3:9])=[CH:5][C:6]([CH3:8])=[CH:7][C:2]=1[CH3:1])[C:11]#[N:12]. The yield is 0.670.